Dataset: NCI-60 drug combinations with 297,098 pairs across 59 cell lines. Task: Regression. Given two drug SMILES strings and cell line genomic features, predict the synergy score measuring deviation from expected non-interaction effect. (1) Drug 1: C1=CN(C(=O)N=C1N)C2C(C(C(O2)CO)O)O.Cl. Drug 2: CN(C(=O)NC(C=O)C(C(C(CO)O)O)O)N=O. Cell line: COLO 205. Synergy scores: CSS=42.5, Synergy_ZIP=1.70, Synergy_Bliss=-0.780, Synergy_Loewe=-39.7, Synergy_HSA=-0.924. (2) Drug 1: CN(C)C1=NC(=NC(=N1)N(C)C)N(C)C. Drug 2: C1=CN(C(=O)N=C1N)C2C(C(C(O2)CO)O)O.Cl. Cell line: SK-MEL-2. Synergy scores: CSS=16.9, Synergy_ZIP=-6.98, Synergy_Bliss=-3.59, Synergy_Loewe=-29.4, Synergy_HSA=-6.45. (3) Drug 1: CC1OCC2C(O1)C(C(C(O2)OC3C4COC(=O)C4C(C5=CC6=C(C=C35)OCO6)C7=CC(=C(C(=C7)OC)O)OC)O)O. Drug 2: C#CCC(CC1=CN=C2C(=N1)C(=NC(=N2)N)N)C3=CC=C(C=C3)C(=O)NC(CCC(=O)O)C(=O)O. Cell line: RXF 393. Synergy scores: CSS=21.1, Synergy_ZIP=-1.62, Synergy_Bliss=0.755, Synergy_Loewe=0.561, Synergy_HSA=0.664. (4) Drug 1: C1CN1C2=NC(=NC(=N2)N3CC3)N4CC4. Drug 2: CN(CCCl)CCCl.Cl. Cell line: MDA-MB-435. Synergy scores: CSS=13.5, Synergy_ZIP=-5.99, Synergy_Bliss=-2.68, Synergy_Loewe=-3.06, Synergy_HSA=-2.90. (5) Drug 1: COC1=C(C=C2C(=C1)N=CN=C2NC3=CC(=C(C=C3)F)Cl)OCCCN4CCOCC4. Drug 2: C1CCC(C(C1)N)N.C(=O)(C(=O)[O-])[O-].[Pt+4]. Cell line: M14. Synergy scores: CSS=16.0, Synergy_ZIP=-3.53, Synergy_Bliss=0.792, Synergy_Loewe=2.23, Synergy_HSA=1.86. (6) Drug 1: C1CCC(CC1)NC(=O)N(CCCl)N=O. Drug 2: CC(C)NC(=O)C1=CC=C(C=C1)CNNC.Cl. Cell line: K-562. Synergy scores: CSS=22.4, Synergy_ZIP=-0.692, Synergy_Bliss=-3.62, Synergy_Loewe=-13.4, Synergy_HSA=-4.75. (7) Drug 1: CC(CN1CC(=O)NC(=O)C1)N2CC(=O)NC(=O)C2. Drug 2: CCCCC(=O)OCC(=O)C1(CC(C2=C(C1)C(=C3C(=C2O)C(=O)C4=C(C3=O)C=CC=C4OC)O)OC5CC(C(C(O5)C)O)NC(=O)C(F)(F)F)O. Cell line: NCI-H226. Synergy scores: CSS=9.21, Synergy_ZIP=-1.55, Synergy_Bliss=4.05, Synergy_Loewe=5.03, Synergy_HSA=4.58.